This data is from Peptide-MHC class I binding affinity with 185,985 pairs from IEDB/IMGT. The task is: Regression. Given a peptide amino acid sequence and an MHC pseudo amino acid sequence, predict their binding affinity value. This is MHC class I binding data. (1) The peptide sequence is SAGAAAGAL. The MHC is H-2-Db with pseudo-sequence H-2-Db. The binding affinity (normalized) is 0.0287. (2) The peptide sequence is LLLSVYGIY. The MHC is Mamu-A01 with pseudo-sequence Mamu-A01. The binding affinity (normalized) is 0. (3) The peptide sequence is LYSILSPFLPL. The MHC is Patr-A0901 with pseudo-sequence Patr-A0901. The binding affinity (normalized) is 0.466. (4) The MHC is HLA-A03:01 with pseudo-sequence HLA-A03:01. The peptide sequence is RRARSLSAERY. The binding affinity (normalized) is 0.0672. (5) The peptide sequence is TALAKCNLDH. The MHC is HLA-A68:01 with pseudo-sequence HLA-A68:01. The binding affinity (normalized) is 0.0327. (6) The peptide sequence is QTEPKTSVV. The MHC is HLA-B57:01 with pseudo-sequence HLA-B57:01. The binding affinity (normalized) is 0.0847. (7) The peptide sequence is SVMSTFFWE. The MHC is HLA-A69:01 with pseudo-sequence HLA-A69:01. The binding affinity (normalized) is 0.0847. (8) The binding affinity (normalized) is 0.569. The peptide sequence is WWTDYWQVTW. The MHC is Mamu-B52 with pseudo-sequence Mamu-B52. (9) The peptide sequence is HAVWYVASF. The MHC is HLA-A02:03 with pseudo-sequence HLA-A02:03. The binding affinity (normalized) is 0.0847.